Dataset: NCI-60 drug combinations with 297,098 pairs across 59 cell lines. Task: Regression. Given two drug SMILES strings and cell line genomic features, predict the synergy score measuring deviation from expected non-interaction effect. (1) Drug 1: C1CCC(C1)C(CC#N)N2C=C(C=N2)C3=C4C=CNC4=NC=N3. Drug 2: C1=CN(C=N1)CC(O)(P(=O)(O)O)P(=O)(O)O. Cell line: HCT-15. Synergy scores: CSS=3.67, Synergy_ZIP=1.44, Synergy_Bliss=4.51, Synergy_Loewe=1.34, Synergy_HSA=1.64. (2) Drug 1: CC1C(C(CC(O1)OC2CC(CC3=C2C(=C4C(=C3O)C(=O)C5=C(C4=O)C(=CC=C5)OC)O)(C(=O)CO)O)N)O.Cl. Drug 2: C1=CC(=CC=C1CC(C(=O)O)N)N(CCCl)CCCl.Cl. Cell line: A498. Synergy scores: CSS=8.28, Synergy_ZIP=-2.66, Synergy_Bliss=1.73, Synergy_Loewe=1.04, Synergy_HSA=1.89. (3) Drug 1: CCC1(CC2CC(C3=C(CCN(C2)C1)C4=CC=CC=C4N3)(C5=C(C=C6C(=C5)C78CCN9C7C(C=CC9)(C(C(C8N6C)(C(=O)OC)O)OC(=O)C)CC)OC)C(=O)OC)O.OS(=O)(=O)O. Drug 2: C1=CC=C(C(=C1)C(C2=CC=C(C=C2)Cl)C(Cl)Cl)Cl. Cell line: M14. Synergy scores: CSS=-0.0865, Synergy_ZIP=0.0402, Synergy_Bliss=-0.986, Synergy_Loewe=0.107, Synergy_HSA=-1.50. (4) Drug 1: CS(=O)(=O)CCNCC1=CC=C(O1)C2=CC3=C(C=C2)N=CN=C3NC4=CC(=C(C=C4)OCC5=CC(=CC=C5)F)Cl. Drug 2: C1=CC=C(C(=C1)C(C2=CC=C(C=C2)Cl)C(Cl)Cl)Cl. Cell line: M14. Synergy scores: CSS=-3.57, Synergy_ZIP=1.68, Synergy_Bliss=-0.108, Synergy_Loewe=-2.55, Synergy_HSA=-2.55. (5) Drug 2: C1C(C(OC1N2C=NC(=NC2=O)N)CO)O. Cell line: A498. Drug 1: CCC1=CC2CC(C3=C(CN(C2)C1)C4=CC=CC=C4N3)(C5=C(C=C6C(=C5)C78CCN9C7C(C=CC9)(C(C(C8N6C)(C(=O)OC)O)OC(=O)C)CC)OC)C(=O)OC.C(C(C(=O)O)O)(C(=O)O)O. Synergy scores: CSS=22.5, Synergy_ZIP=-4.54, Synergy_Bliss=1.69, Synergy_Loewe=-9.48, Synergy_HSA=1.78. (6) Drug 1: CC12CCC3C(C1CCC2=O)CC(=C)C4=CC(=O)C=CC34C. Drug 2: C1=CN(C(=O)N=C1N)C2C(C(C(O2)CO)O)O.Cl. Cell line: NCIH23. Synergy scores: CSS=72.6, Synergy_ZIP=1.36, Synergy_Bliss=1.97, Synergy_Loewe=-5.15, Synergy_HSA=4.60.